Dataset: Forward reaction prediction with 1.9M reactions from USPTO patents (1976-2016). Task: Predict the product of the given reaction. (1) Given the reactants [CH:1]([C:3]1[CH:4]=[C:5]([CH:11]=[C:12]([C:30]([F:33])([F:32])[F:31])[C:13]=1[CH2:14][N:15]1[CH2:20][CH2:19][CH2:18][C@H:17]([N:21]([CH3:29])[C:22]([O:24][C:25]([CH3:28])([CH3:27])[CH3:26])=[O:23])[CH2:16]1)[C:6]([O:8][CH2:9][CH3:10])=[O:7])=[CH2:2], predict the reaction product. The product is: [CH2:1]([C:3]1[CH:4]=[C:5]([CH:11]=[C:12]([C:30]([F:32])([F:31])[F:33])[C:13]=1[CH2:14][N:15]1[CH2:20][CH2:19][CH2:18][C@H:17]([N:21]([CH3:29])[C:22]([O:24][C:25]([CH3:28])([CH3:26])[CH3:27])=[O:23])[CH2:16]1)[C:6]([O:8][CH2:9][CH3:10])=[O:7])[CH3:2]. (2) Given the reactants [Cl:1][C:2]1[CH:24]=[C:23]([NH:25][CH:26]([CH3:28])[CH3:27])[C:5]([C:6]([NH:8][NH:9][C:10](=[O:22])[CH:11]([NH:14][C:15](=[O:21])[O:16][C:17]([CH3:20])([CH3:19])[CH3:18])[CH2:12][OH:13])=[O:7])=[CH:4][N:3]=1.N1C=CN=C1.[C:34]([Si:38](Cl)([CH3:40])[CH3:39])([CH3:37])([CH3:36])[CH3:35], predict the reaction product. The product is: [Si:38]([O:13][CH2:12][CH:11]([NH:14][C:15](=[O:21])[O:16][C:17]([CH3:20])([CH3:18])[CH3:19])[C:10]([NH:9][NH:8][C:6](=[O:7])[C:5]1[C:23]([NH:25][CH:26]([CH3:28])[CH3:27])=[CH:24][C:2]([Cl:1])=[N:3][CH:4]=1)=[O:22])([C:34]([CH3:37])([CH3:36])[CH3:35])([CH3:40])[CH3:39]. (3) Given the reactants [CH2:1]([O:4][C:5]1[CH:13]=[C:12]2[C:8]([CH:9]=[C:10]([CH2:15][O:16][Si:17]([C:20]([CH3:23])([CH3:22])[CH3:21])([CH3:19])[CH3:18])[N:11]2[CH3:14])=[CH:7][C:6]=1[CH:24]([OH:27])[CH:25]=[CH2:26])C=C, predict the reaction product. The product is: [Si:17]([O:16][CH2:15][C:10]1[N:11]([CH3:14])[C:12]2[C:8]([CH:9]=1)=[CH:7][C:6]1[CH:24]([OH:27])[CH:25]=[CH:26][CH2:1][O:4][C:5]=1[CH:13]=2)([C:20]([CH3:22])([CH3:21])[CH3:23])([CH3:19])[CH3:18].